Dataset: Reaction yield outcomes from USPTO patents with 853,638 reactions. Task: Predict the reaction yield, written as a fraction of the theoretical maximum amount of product (1.0 means a 100% yield; for example, 0.34 means a 34% yield). (1) The reactants are [C:1]([O:4][CH2:5][C:6]1[C:11]([N:12]2[CH2:17][CH2:16][C:15]3[C:18]4[CH2:24][CH2:23][CH2:22][CH2:21][C:19]=4[S:20][C:14]=3[C:13]2=[O:25])=[CH:10][C:9]([F:26])=[CH:8][C:7]=1B1OC(C)(C)C(C)(C)O1)(=[O:3])[CH3:2].Br[C:37]1[CH:38]=[C:39]([NH:45][C:46]2[CH:51]=[CH:50][C:49]([N:52]3[CH2:57][CH2:56][N:55]([CH3:58])[CH2:54][CH2:53]3)=[CH:48][N:47]=2)[C:40](=[O:44])[N:41]([CH3:43])[CH:42]=1.CC(O[Na])=O.[O-]P([O-])([O-])=O.[K+].[K+].[K+]. The catalyst is CC#N.O.Cl[Pd]Cl. The product is [C:1]([O:4][CH2:5][C:6]1[C:11]([N:12]2[C:13](=[O:25])[C:14]3[S:20][C:19]4[CH2:21][CH2:22][CH2:23][CH2:24][C:18]=4[C:15]=3[CH2:16][CH2:17]2)=[CH:10][C:9]([F:26])=[CH:8][C:7]=1[C:37]1[CH:38]=[C:39]([NH:45][C:46]2[CH:51]=[CH:50][C:49]([N:52]3[CH2:53][CH2:54][N:55]([CH3:58])[CH2:56][CH2:57]3)=[CH:48][N:47]=2)[C:40](=[O:44])[N:41]([CH3:43])[CH:42]=1)(=[O:3])[CH3:2]. The yield is 0.560. (2) The reactants are [Br:1][C:2]1[CH:7]=[CH:6][C:5](I)=[CH:4][CH:3]=1.[NH:9]1[CH:13]=[N:12][CH:11]=[N:10]1. The catalyst is CN(C=O)C.[Cu](I)I. The product is [Br:1][C:2]1[CH:7]=[CH:6][C:5]([N:9]2[CH:13]=[N:12][CH:11]=[N:10]2)=[CH:4][CH:3]=1. The yield is 0.757.